This data is from Reaction yield outcomes from USPTO patents with 853,638 reactions. The task is: Predict the reaction yield, written as a fraction of the theoretical maximum amount of product (1.0 means a 100% yield; for example, 0.34 means a 34% yield). The reactants are Br[C:2]1[CH:11]=[C:10]2[C:5]([C:6]([N:13]3[CH2:17][CH2:16][CH2:15][CH2:14]3)=[N:7][C:8]([CH3:12])=[N:9]2)=[CH:4][CH:3]=1.[CH3:18][O:19][C:20]1[CH:25]=[CH:24][C:23](B(O)O)=[CH:22][CH:21]=1.[O:29]1CCOCC1.C(COC)OC. The catalyst is C(O)C.ClC1C=C[C-](P(C2C=CC=CC=2)C2C=CC=CC=2)C=1Cl.[C-]1(P(C2C=CC=CC=2)C2C=CC=CC=2)C=CC=C1.[Fe+2].ClCCl.[Pd+2]. The product is [CH:20]([OH:19])=[O:29].[CH3:18][O:19][C:20]1[CH:25]=[CH:24][C:23]([C:2]2[CH:11]=[C:10]3[C:5]([C:6]([N:13]4[CH2:17][CH2:16][CH2:15][CH2:14]4)=[N:7][C:8]([CH3:12])=[N:9]3)=[CH:4][CH:3]=2)=[CH:22][CH:21]=1. The yield is 0.350.